This data is from Forward reaction prediction with 1.9M reactions from USPTO patents (1976-2016). The task is: Predict the product of the given reaction. (1) Given the reactants [F:1][C:2]([F:14])([F:13])[C:3]1[CH:9]=[CH:8][C:6]([NH2:7])=[C:5]([N+:10]([O-:12])=[O:11])[CH:4]=1.[C:15]([C:24]1[CH:29]=[C:28]([C:30]([CH2:33][C:34]([CH3:37])([CH3:36])[CH3:35])([CH3:32])[CH3:31])[CH:27]=[CH:26][C:25]=1[OH:38])([C:18]1[CH:23]=[CH:22][CH:21]=[CH:20][CH:19]=1)([CH3:17])[CH3:16].S(=O)(=O)(O)O.[N:44](OS(=O)(=O)O)=O, predict the reaction product. The product is: [N+:10]([C:5]1[CH:4]=[C:3]([C:2]([F:13])([F:14])[F:1])[CH:9]=[CH:8][C:6]=1[N:7]=[N:44][C:26]1[CH:27]=[C:28]([C:30]([CH3:31])([CH3:32])[CH2:33][C:34]([CH3:37])([CH3:36])[CH3:35])[CH:29]=[C:24]([C:15]([CH3:17])([C:18]2[CH:19]=[CH:20][CH:21]=[CH:22][CH:23]=2)[CH3:16])[C:25]=1[OH:38])([O-:12])=[O:11]. (2) Given the reactants [CH:1]1([NH:7][C:8](=[NH:18])[CH2:9][C:10](=[O:17])[C:11]2[CH:16]=[CH:15][CH:14]=[CH:13][CH:12]=2)[CH2:6][CH2:5][CH2:4][CH2:3][CH2:2]1.[C:19](OC)(=[O:22])[C:20]#[CH:21], predict the reaction product. The product is: [C:10]([C:9]1[CH:21]=[CH:20][C:19](=[O:22])[NH:18][C:8]=1[NH:7][CH:1]1[CH2:2][CH2:3][CH2:4][CH2:5][CH2:6]1)(=[O:17])[C:11]1[CH:16]=[CH:15][CH:14]=[CH:13][CH:12]=1. (3) Given the reactants [CH2:1]([O:8][CH2:9][CH2:10][C@@H:11]1[C:15]2[N:16](S(C3C=CC(C)=CC=3)(=O)=O)[CH:17]=[CH:18][C:14]=2[C:13](=[O:29])[NH:12]1)[C:2]1[CH:7]=[CH:6][CH:5]=[CH:4][CH:3]=1.C([O-])([O-])=O.[K+].[K+], predict the reaction product. The product is: [CH2:1]([O:8][CH2:9][CH2:10][C@@H:11]1[C:15]2[NH:16][CH:17]=[CH:18][C:14]=2[C:13](=[O:29])[NH:12]1)[C:2]1[CH:3]=[CH:4][CH:5]=[CH:6][CH:7]=1. (4) Given the reactants [NH2:1][C:2](=[O:40])[CH2:3][C:4]1([NH:20][C:21]([C:23]2[CH:28]=[CH:27][C:26]([N:29]3[CH2:32][C:31]([F:34])([F:33])[CH2:30]3)=[C:25]([O:35][CH2:36][CH:37]3[CH2:39][CH2:38]3)[N:24]=2)=[O:22])[CH2:9][CH2:8][N:7](C(OCC2C=CC=CC=2)=O)[CH2:6][CH2:5]1, predict the reaction product. The product is: [NH2:1][C:2](=[O:40])[CH2:3][C:4]1([NH:20][C:21]([C:23]2[CH:28]=[CH:27][C:26]([N:29]3[CH2:30][C:31]([F:34])([F:33])[CH2:32]3)=[C:25]([O:35][CH2:36][CH:37]3[CH2:38][CH2:39]3)[N:24]=2)=[O:22])[CH2:9][CH2:8][NH:7][CH2:6][CH2:5]1. (5) The product is: [CH2:23]([O:1][C:2]1[CH:3]=[C:4]([B:8]2[O:16][C:13]([CH3:15])([CH3:14])[C:10]([CH3:11])([CH3:12])[O:9]2)[CH:5]=[CH:6][CH:7]=1)[CH2:24][CH2:25][CH3:26]. Given the reactants [OH:1][C:2]1[CH:3]=[C:4]([B:8]2[O:16][C:13]([CH3:15])([CH3:14])[C:10]([CH3:12])([CH3:11])[O:9]2)[CH:5]=[CH:6][CH:7]=1.C(=O)([O-])[O-].[K+].[K+].[CH2:23](I)[CH2:24][CH2:25][CH3:26], predict the reaction product.